From a dataset of Catalyst prediction with 721,799 reactions and 888 catalyst types from USPTO. Predict which catalyst facilitates the given reaction. (1) Reactant: CN(C(ON1N=NC2C=CC=CC1=2)=[N+](C)C)C.[B-](F)(F)(F)F.[F:23][C:24]1[C:25]([C:29]([OH:31])=O)=[N:26][NH:27][CH:28]=1.N1C=CC(C(O)=O)=N1.[NH2:40][C:41]1[CH:42]=[N:43][C:44]2[C:49]([CH:50]=1)=[CH:48][CH:47]=[CH:46][CH:45]=2.C(N(C(C)C)CC)(C)C.N1C2C(=CC=CC=2)C=C(NC(C2C=CNN=2)=O)C=1. Product: [N:43]1[C:44]2[C:49](=[CH:48][CH:47]=[CH:46][CH:45]=2)[CH:50]=[C:41]([NH:40][C:29]([C:25]2[C:24]([F:23])=[CH:28][NH:27][N:26]=2)=[O:31])[CH:42]=1. The catalyst class is: 18. (2) Reactant: [OH:1][CH2:2][C:3]1[CH:4]=[C:5]([CH:8]=[CH:9][C:10]=1[CH2:11][NH:12][CH:13]1[C:22]2[N:21]=[CH:20][CH:19]=[CH:18][C:17]=2[CH2:16][CH2:15][CH2:14]1)[C:6]#[N:7].[C:23]([C:27]1[CH:32]=[CH:31][N:30]=[C:29]([CH:33]=O)[CH:28]=1)([CH3:26])([CH3:25])[CH3:24].[BH-](OC(C)=O)(OC(C)=O)OC(C)=O.[Na+]. Product: [C:23]([C:27]1[CH:32]=[CH:31][N:30]=[C:29]([CH2:33][N:12]([CH2:11][C:10]2[CH:9]=[CH:8][C:5]([C:6]#[N:7])=[CH:4][C:3]=2[CH2:2][OH:1])[CH:13]2[C:22]3[N:21]=[CH:20][CH:19]=[CH:18][C:17]=3[CH2:16][CH2:15][CH2:14]2)[CH:28]=1)([CH3:26])([CH3:25])[CH3:24]. The catalyst class is: 2.